Dataset: Peptide-MHC class II binding affinity with 134,281 pairs from IEDB. Task: Regression. Given a peptide amino acid sequence and an MHC pseudo amino acid sequence, predict their binding affinity value. This is MHC class II binding data. The MHC is DRB1_1001 with pseudo-sequence DRB1_1001. The peptide sequence is FLLSYGEKDFEDYRF. The binding affinity (normalized) is 0.514.